The task is: Predict the reactants needed to synthesize the given product.. This data is from Full USPTO retrosynthesis dataset with 1.9M reactions from patents (1976-2016). (1) Given the product [Cl:1][C:2]1[CH:3]=[C:4]([C:9]2([C:30]([F:31])([F:33])[F:32])[O:13][N:12]=[C:11]([C:14]3[CH:26]=[CH:25][C:17]([C:18]([NH:20][CH:21]4[CH2:22][S:23][CH2:24]4)=[O:19])=[C:16]([NH2:27])[CH:15]=3)[CH2:10]2)[CH:5]=[C:6]([Cl:8])[CH:7]=1, predict the reactants needed to synthesize it. The reactants are: [Cl:1][C:2]1[CH:3]=[C:4]([C:9]2([C:30]([F:33])([F:32])[F:31])[O:13][N:12]=[C:11]([C:14]3[CH:26]=[CH:25][C:17]([C:18]([NH:20][CH:21]4[CH2:24][S:23][CH2:22]4)=[O:19])=[C:16]([N+:27]([O-])=O)[CH:15]=3)[CH2:10]2)[CH:5]=[C:6]([Cl:8])[CH:7]=1. (2) The reactants are: [CH3:1][C:2](=[CH2:7])[CH2:3][CH2:4][Mg]Br.[Cl:8][CH2:9][CH2:10][C:11]([CH2:13]Cl)=[CH2:12]. Given the product [CH3:1][C:2](=[CH2:7])[CH2:3][CH2:4][CH2:13][C:11](=[CH2:12])[CH2:10][CH2:9][Cl:8], predict the reactants needed to synthesize it. (3) Given the product [CH3:3][O:47][C:46](=[O:48])[CH2:45][C@H:14]1[CH2:13][C@H:12]([C:9]2[CH:8]=[CH:7][C:6]([O:5][CH3:4])=[CH:11][CH:10]=2)[C@@H:17]([O:18][CH2:19][C:20]2[CH:21]=[CH:22][C:23]3[O:28][CH2:27][CH2:26][N:25]([CH2:29][CH2:30][CH2:31][O:32][CH3:33])[C:24]=3[CH:34]=2)[CH2:16][N:15]1[S:35]([C:38]1[CH:43]=[CH:42][C:41]([CH3:44])=[CH:40][CH:39]=1)(=[O:36])=[O:37], predict the reactants needed to synthesize it. The reactants are: [N+](=[CH2:3])=[N-].[CH3:4][O:5][C:6]1[CH:11]=[CH:10][C:9]([C@@H:12]2[C@@H:17]([O:18][CH2:19][C:20]3[CH:21]=[CH:22][C:23]4[O:28][CH2:27][CH2:26][N:25]([CH2:29][CH2:30][CH2:31][O:32][CH3:33])[C:24]=4[CH:34]=3)[CH2:16][N:15]([S:35]([C:38]3[CH:43]=[CH:42][C:41]([CH3:44])=[CH:40][CH:39]=3)(=[O:37])=[O:36])[C@@H:14]([CH2:45][C:46]([OH:48])=[O:47])[CH2:13]2)=[CH:8][CH:7]=1. (4) Given the product [NH2:1][CH:4]([C:6]1[N:7]([C:17]2[CH:22]=[CH:21][CH:20]=[C:19]([F:23])[CH:18]=2)[C:8](=[O:16])[C:9]2[N:10]([CH:12]=[CH:13][C:14]=2[Cl:15])[CH:11]=1)[CH3:5], predict the reactants needed to synthesize it. The reactants are: [N:1]([CH:4]([C:6]1[N:7]([C:17]2[CH:22]=[CH:21][CH:20]=[C:19]([F:23])[CH:18]=2)[C:8](=[O:16])[C:9]2[N:10]([CH:12]=[CH:13][C:14]=2[Cl:15])[CH:11]=1)[CH3:5])=[N+]=[N-].C1C=CC(P(C2C=CC=CC=2)C2C=CC=CC=2)=CC=1.N.O. (5) Given the product [F:35][C:26]1[CH:25]=[C:24]2[C:23]3=[C:22]([O:21][CH2:20][C@H:19]([CH3:18])[N:40]3[CH:39]=[C:38]([N:15]3[C:49](=[O:51])[NH:46][N:17]=[N:16]3)[C:36]2=[O:37])[C:27]=1[N:28]1[CH2:33][CH2:32][N:31]([CH3:34])[CH2:30][CH2:29]1, predict the reactants needed to synthesize it. The reactants are: C1(P([N:15]=[N+:16]=[N-:17])(C2C=CC=CC=2)=O)C=CC=CC=1.[CH3:18][C@@H:19]1[N:40]2[C:23]3[C:24]([C:36]([C:38](C(O)=O)=[CH:39]2)=[O:37])=[CH:25][C:26]([F:35])=[C:27]([N:28]2[CH2:33][CH2:32][N:31]([CH3:34])[CH2:30][CH2:29]2)[C:22]=3[O:21][CH2:20]1.CC[N:46]([CH2:49]C)CC.[OH2:51].